The task is: Regression. Given two drug SMILES strings and cell line genomic features, predict the synergy score measuring deviation from expected non-interaction effect.. This data is from NCI-60 drug combinations with 297,098 pairs across 59 cell lines. Drug 1: CNC(=O)C1=CC=CC=C1SC2=CC3=C(C=C2)C(=NN3)C=CC4=CC=CC=N4. Drug 2: CC(C)NC(=O)C1=CC=C(C=C1)CNNC.Cl. Cell line: MOLT-4. Synergy scores: CSS=40.4, Synergy_ZIP=23.5, Synergy_Bliss=24.3, Synergy_Loewe=7.68, Synergy_HSA=22.6.